From a dataset of Full USPTO retrosynthesis dataset with 1.9M reactions from patents (1976-2016). Predict the reactants needed to synthesize the given product. Given the product [CH:41]1([C:39]2[NH:38][N:37]=[C:36]([NH:35][C:33]3[C:32]([C:44]#[CH:45])=[CH:31][N:30]=[C:29]([C:57]4[CH:58]=[CH:59][C:51]([CH3:50])=[C:52]([CH:56]=4)[C:53]([NH2:55])=[O:54])[N:34]=3)[CH:40]=2)[CH2:43][CH2:42]1, predict the reactants needed to synthesize it. The reactants are: C1(C2NN=C(NC3C(C#C)=CN=C(C4C=C(S(N)(=O)=O)C=CC=4)N=3)C=2)CC1.Br[C:29]1[N:34]=[C:33]([NH:35][C:36]2[CH:40]=[C:39]([CH:41]3[CH2:43][CH2:42]3)[NH:38][N:37]=2)[C:32]([C:44]#[C:45][Si](C)(C)C)=[CH:31][N:30]=1.[CH3:50][C:51]1[CH:59]=[CH:58][C:57](B2OC(C)(C)C(C)(C)O2)=[CH:56][C:52]=1[C:53]([NH2:55])=[O:54].